This data is from NCI-60 drug combinations with 297,098 pairs across 59 cell lines. The task is: Regression. Given two drug SMILES strings and cell line genomic features, predict the synergy score measuring deviation from expected non-interaction effect. (1) Drug 1: CC(C)(C#N)C1=CC(=CC(=C1)CN2C=NC=N2)C(C)(C)C#N. Drug 2: COCCOC1=C(C=C2C(=C1)C(=NC=N2)NC3=CC=CC(=C3)C#C)OCCOC.Cl. Cell line: CAKI-1. Synergy scores: CSS=3.54, Synergy_ZIP=-2.52, Synergy_Bliss=0.667, Synergy_Loewe=-0.382, Synergy_HSA=-0.0932. (2) Synergy scores: CSS=55.2, Synergy_ZIP=-6.67, Synergy_Bliss=-6.73, Synergy_Loewe=-4.63, Synergy_HSA=-1.05. Cell line: CAKI-1. Drug 2: CN(CCCl)CCCl.Cl. Drug 1: CC1OCC2C(O1)C(C(C(O2)OC3C4COC(=O)C4C(C5=CC6=C(C=C35)OCO6)C7=CC(=C(C(=C7)OC)O)OC)O)O. (3) Synergy scores: CSS=34.7, Synergy_ZIP=-2.61, Synergy_Bliss=-1.77, Synergy_Loewe=4.79, Synergy_HSA=6.12. Drug 1: COC1=C(C=C2C(=C1)N=CN=C2NC3=CC(=C(C=C3)F)Cl)OCCCN4CCOCC4. Cell line: KM12. Drug 2: CC(CN1CC(=O)NC(=O)C1)N2CC(=O)NC(=O)C2. (4) Drug 1: C1=CN(C(=O)N=C1N)C2C(C(C(O2)CO)O)O.Cl. Drug 2: CCC1=C2CN3C(=CC4=C(C3=O)COC(=O)C4(CC)O)C2=NC5=C1C=C(C=C5)O. Cell line: UO-31. Synergy scores: CSS=34.3, Synergy_ZIP=-5.10, Synergy_Bliss=-1.60, Synergy_Loewe=1.74, Synergy_HSA=3.40. (5) Drug 1: CC1=C(C=C(C=C1)NC(=O)C2=CC=C(C=C2)CN3CCN(CC3)C)NC4=NC=CC(=N4)C5=CN=CC=C5. Drug 2: C1=CN(C=N1)CC(O)(P(=O)(O)O)P(=O)(O)O. Cell line: NCI-H226. Synergy scores: CSS=-0.149, Synergy_ZIP=0.565, Synergy_Bliss=0.152, Synergy_Loewe=-18.0, Synergy_HSA=-1.48. (6) Cell line: MCF7. Drug 1: CC1=C2C(C(=O)C3(C(CC4C(C3C(C(C2(C)C)(CC1OC(=O)C(C(C5=CC=CC=C5)NC(=O)OC(C)(C)C)O)O)OC(=O)C6=CC=CC=C6)(CO4)OC(=O)C)OC)C)OC. Synergy scores: CSS=46.0, Synergy_ZIP=1.67, Synergy_Bliss=2.90, Synergy_Loewe=5.23, Synergy_HSA=6.67. Drug 2: C(=O)(N)NO.